From a dataset of Forward reaction prediction with 1.9M reactions from USPTO patents (1976-2016). Predict the product of the given reaction. Given the reactants [CH2:1]([CH:11]([CH2:15][CH2:16][CH2:17][CH2:18][CH2:19][CH2:20][CH2:21][CH2:22][CH2:23][CH:24]=[CH2:25])[C:12]([OH:14])=[O:13])[CH2:2][CH2:3][CH2:4][CH2:5][CH2:6][CH2:7][CH2:8][CH:9]=[CH2:10].[C:26]([O-])([O-])=O.[K+].[K+].CI.Cl, predict the reaction product. The product is: [CH2:1]([CH:11]([CH2:15][CH2:16][CH2:17][CH2:18][CH2:19][CH2:20][CH2:21][CH2:22][CH2:23][CH:24]=[CH2:25])[C:12]([O:14][CH3:26])=[O:13])[CH2:2][CH2:3][CH2:4][CH2:5][CH2:6][CH2:7][CH2:8][CH:9]=[CH2:10].